From a dataset of Catalyst prediction with 721,799 reactions and 888 catalyst types from USPTO. Predict which catalyst facilitates the given reaction. (1) Reactant: [CH3:1][O:2][CH2:3][CH2:4][OH:5].[H-].[Na+].Br[CH2:9][C:10]1[CH:17]=[C:16]([F:18])[CH:15]=[CH:14][C:11]=1[C:12]#[N:13]. Product: [F:18][C:16]1[CH:15]=[CH:14][C:11]([C:12]#[N:13])=[C:10]([CH2:9][O:5][CH2:4][CH2:3][O:2][CH3:1])[CH:17]=1. The catalyst class is: 1. (2) Reactant: [Cl:1][CH2:2][C:3]1[CH:11]=[CH:10][C:6]([CH:7]=[N:8][OH:9])=[CH:5][CH:4]=1.C1C(=O)N([Cl:19])C(=O)C1.Cl.O1CCOCC1. Product: [Cl:1][CH2:2][C:3]1[CH:11]=[CH:10][C:6]([C:7]([Cl:19])=[N:8][OH:9])=[CH:5][CH:4]=1. The catalyst class is: 3.